From a dataset of Catalyst prediction with 721,799 reactions and 888 catalyst types from USPTO. Predict which catalyst facilitates the given reaction. (1) Reactant: Cl[C:2]1[CH:3]=[C:4]([NH:11][C:12]2[CH:17]=[CH:16][CH:15]=[C:14]([N:18]3[CH2:22][CH2:21][CH2:20][C@@H:19]3[CH3:23])[N:13]=2)[C:5]2[N:6]([CH:8]=[CH:9][N:10]=2)[N:7]=1.CC1(C)C(C)(C)OB([C:32]2[CH:40]=[CH:39][C:35]([C:36]([OH:38])=[O:37])=[CH:34][CH:33]=2)O1.CC(C1C=C(C(C)C)C(C2C=CC=CC=2P(C2CCCCC2)C2CCCCC2)=C(C(C)C)C=1)C.C([O-])([O-])=O.[Na+].[Na+]. Product: [CH3:23][C@H:19]1[CH2:20][CH2:21][CH2:22][N:18]1[C:14]1[N:13]=[C:12]([NH:11][C:4]2[C:5]3[N:6]([CH:8]=[CH:9][N:10]=3)[N:7]=[C:2]([C:32]3[CH:40]=[CH:39][C:35]([C:36]([OH:38])=[O:37])=[CH:34][CH:33]=3)[CH:3]=2)[CH:17]=[CH:16][CH:15]=1. The catalyst class is: 333. (2) Reactant: [NH2:1][C:2]1[CH:7]=[CH:6][CH:5]=[CH:4][C:3]=1[NH:8][S:9]([C:12]1[CH:17]=[CH:16][CH:15]=[CH:14][CH:13]=1)(=[O:11])=[O:10].[C:18]1([N:24]=[C:25]=[O:26])[CH:23]=[CH:22][CH:21]=[CH:20][CH:19]=1. Product: [C:18]1([NH:24][C:25](=[O:26])[NH:1][C:2]2[CH:7]=[CH:6][CH:5]=[CH:4][C:3]=2[NH:8][S:9]([C:12]2[CH:17]=[CH:16][CH:15]=[CH:14][CH:13]=2)(=[O:11])=[O:10])[CH:23]=[CH:22][CH:21]=[CH:20][CH:19]=1. The catalyst class is: 13.